From a dataset of Full USPTO retrosynthesis dataset with 1.9M reactions from patents (1976-2016). Predict the reactants needed to synthesize the given product. (1) Given the product [CH3:38][C:36]1[O:35][N:34]=[C:33]([C:31]2[N:32]=[C:26]([CH:11]3[CH2:12][CH:13]([C:15]4[CH:20]=[CH:19][C:18]([O:21][C:22]([F:25])([F:24])[F:23])=[CH:17][CH:16]=4)[CH2:14][N:9]([C:7]([N:1]4[CH2:6][CH2:5][O:4][CH2:3][CH2:2]4)=[O:8])[CH2:10]3)[O:28][N:30]=2)[CH:37]=1, predict the reactants needed to synthesize it. The reactants are: [N:1]1([C:7]([N:9]2[CH2:14][CH:13]([C:15]3[CH:20]=[CH:19][C:18]([O:21][C:22]([F:25])([F:24])[F:23])=[CH:17][CH:16]=3)[CH2:12][CH:11]([C:26]([OH:28])=O)[CH2:10]2)=[O:8])[CH2:6][CH2:5][O:4][CH2:3][CH2:2]1.O[N:30]=[C:31]([C:33]1[CH:37]=[C:36]([CH3:38])[O:35][N:34]=1)[NH2:32]. (2) Given the product [OH:6][C:7]1[CH:12]=[CH:11][C:10]([CH2:13][C:14]([O:16][CH3:17])=[O:15])=[CH:9][C:8]=1[N+:18]([O-:20])=[O:19], predict the reactants needed to synthesize it. The reactants are: B(Br)(Br)Br.C[O:6][C:7]1[CH:12]=[CH:11][C:10]([CH2:13][C:14]([O:16][CH3:17])=[O:15])=[CH:9][C:8]=1[N+:18]([O-:20])=[O:19]. (3) The reactants are: [Cl:1][C:2]1[CH:7]=[CH:6][C:5]([CH:8]2[CH2:13][CH2:12][N:11]([C:14]([O:16][C:17]([CH3:20])([CH3:19])[CH3:18])=[O:15])[CH2:10][CH:9]2[C:21]([O:23]C)=[O:22])=[CH:4][CH:3]=1.[Li+].[OH-].C(O)(=O)C. Given the product [C:17]([O:16][C:14]([N:11]1[CH2:12][CH2:13][CH:8]([C:5]2[CH:4]=[CH:3][C:2]([Cl:1])=[CH:7][CH:6]=2)[CH:9]([C:21]([OH:23])=[O:22])[CH2:10]1)=[O:15])([CH3:20])([CH3:18])[CH3:19], predict the reactants needed to synthesize it. (4) Given the product [CH3:32][N:2]([CH3:1])[C:3]([CH3:31])([CH2:22][OH:23])[CH:4]([NH:11][C:12](=[O:21])[C:13]1[CH:18]=[CH:17][CH:16]=[C:15]([CH3:19])[C:14]=1[CH3:20])[C:5]1[CH:6]=[CH:7][CH:8]=[CH:9][CH:10]=1, predict the reactants needed to synthesize it. The reactants are: [CH3:1][N:2]([CH3:32])[C:3]([CH3:31])([CH2:22][O:23][Si](C(C)(C)C)(C)C)[CH:4]([NH:11][C:12](=[O:21])[C:13]1[CH:18]=[CH:17][CH:16]=[C:15]([CH3:19])[C:14]=1[CH3:20])[C:5]1[CH:10]=[CH:9][CH:8]=[CH:7][CH:6]=1.[F-].C([N+](CCCC)(CCCC)CCCC)CCC.C(OCC)(=O)C.CCCCC. (5) Given the product [CH:1](=[O:11])[CH2:2][CH2:3][CH2:4][CH2:5][CH2:6][CH2:7][CH2:8][CH2:9][CH3:10].[CH2:12]([OH:21])[CH2:13][O:14][CH2:15][CH2:16][O:17][CH2:18][CH2:19][OH:20], predict the reactants needed to synthesize it. The reactants are: [CH:1](=[O:11])[CH2:2][CH2:3][CH2:4][CH2:5][CH2:6][CH2:7][CH2:8][CH2:9][CH3:10].[CH2:12]([OH:21])[CH2:13][O:14][CH2:15][CH2:16][O:17][CH2:18][CH2:19][OH:20]. (6) Given the product [CH2:1]([C@@H:8]1[CH2:12][O:11][C:10](=[O:13])[N:9]1[C:14](=[O:27])[C@H:15]([CH3:26])[CH2:16][C:17]1[CH:22]=[CH:21][C:20]([OH:24])=[C:19]([F:25])[CH:18]=1)[C:2]1[CH:7]=[CH:6][CH:5]=[CH:4][CH:3]=1, predict the reactants needed to synthesize it. The reactants are: [CH2:1]([C@@H:8]1[CH2:12][O:11][C:10](=[O:13])[N:9]1[C:14](=[O:27])[C@@H:15]([CH3:26])[CH2:16][C:17]1[CH:22]=[C:21](F)[C:20]([OH:24])=[C:19]([F:25])[CH:18]=1)[C:2]1[CH:7]=[CH:6][CH:5]=[CH:4][CH:3]=1.C([C@@H]1COC(=O)N1C(=O)[C@H](C)CC1C=C(F)C(O)=C(F)C=1)C1C=CC=CC=1. (7) The reactants are: [C:1]([O:5][C@@H:6]([C:12]1[C:13]([CH3:34])=[N:14][C:15]([CH3:33])=[C:16]([C:26]2[CH:31]=[CH:30][C:29](O)=[CH:28][CH:27]=2)[C:17]=1[N:18]1[CH2:23][CH2:22][C:21]([CH3:25])([CH3:24])[CH2:20][CH2:19]1)[C:7]([O:9]CC)=[O:8])([CH3:4])([CH3:3])[CH3:2].[Cl:35][C:36]1[CH:41]=[CH:40][C:39]([CH2:42][CH2:43][OH:44])=[CH:38][CH:37]=1.C1C=CC(P(C2C=CC=CC=2)C2C=CC=CC=2)=CC=1.CCOC(/N=N/C(OCC)=O)=O.[OH-].[Na+]. Given the product [C:1]([O:5][C@@H:6]([C:12]1[C:13]([CH3:34])=[N:14][C:15]([CH3:33])=[C:16]([C:26]2[CH:27]=[CH:28][C:29]([O:44][CH2:43][CH2:42][C:39]3[CH:40]=[CH:41][C:36]([Cl:35])=[CH:37][CH:38]=3)=[CH:30][CH:31]=2)[C:17]=1[N:18]1[CH2:19][CH2:20][C:21]([CH3:25])([CH3:24])[CH2:22][CH2:23]1)[C:7]([OH:9])=[O:8])([CH3:4])([CH3:2])[CH3:3], predict the reactants needed to synthesize it. (8) The reactants are: [CH3:1][C:2]([N:8]1[CH:12]=[C:11]([C:13]2[CH:14]=[N:15][CH:16]=[CH:17][CH:18]=2)[N:10]=[CH:9]1)([CH3:7])[CH2:3][CH2:4][CH2:5]O.N(C(OCC)=O)=NC(OCC)=O.C1(P(C2C=CC=CC=2)C2C=CC=CC=2)C=CC=CC=1.[C:50]1(=[O:60])[NH:54][C:53](=[O:55])[C:52]2=[CH:56][CH:57]=[CH:58][CH:59]=[C:51]12. Given the product [CH3:1][C:2]([N:8]1[CH:12]=[C:11]([C:13]2[CH:14]=[N:15][CH:16]=[CH:17][CH:18]=2)[N:10]=[CH:9]1)([CH3:7])[CH2:3][CH2:4][CH2:5][N:54]1[C:50](=[O:60])[C:51]2[C:52](=[CH:56][CH:57]=[CH:58][CH:59]=2)[C:53]1=[O:55], predict the reactants needed to synthesize it. (9) Given the product [F:1][C:2]1[CH:11]=[C:10]([CH:12]2[C:22]([C:23]3[CH:28]=[CH:27][CH:26]=[CH:25][CH:24]=3)=[C:21]([C:15]3[CH:20]=[CH:19][CH:18]=[CH:17][CH:16]=3)[NH:33][C:31](=[O:32])[NH:30]2)[CH:9]=[C:8]([OH:14])[C:3]=1[C:4]([OH:6])=[O:5], predict the reactants needed to synthesize it. The reactants are: [F:1][C:2]1[CH:11]=[C:10]([CH:12]=O)[CH:9]=[C:8]([OH:14])[C:3]=1[C:4]([O:6]C)=[O:5].[C:15]1([C:21](=O)[CH2:22][C:23]2[CH:28]=[CH:27][CH:26]=[CH:25][CH:24]=2)[CH:20]=[CH:19][CH:18]=[CH:17][CH:16]=1.[NH2:30][C:31]([NH2:33])=[O:32].Cl. (10) Given the product [CH3:1][O:2][C:3]1[CH:4]=[C:5]2[C:10](=[CH:11][C:12]=1[O:13][CH3:14])[N:9]=[C:8]([C:15]1([CH3:16])[CH2:19][CH2:20]1)[N:7]=[C:6]2[N:22]1[CH2:27][CH2:26][N:25]([C:28]2[CH:33]=[CH:32][CH:31]=[CH:30][C:29]=2[O:34][CH3:35])[CH2:24][CH2:23]1, predict the reactants needed to synthesize it. The reactants are: [CH3:1][O:2][C:3]1[CH:4]=[C:5]2[C:10](=[CH:11][C:12]=1[O:13][CH3:14])[N:9]=[C:8]([CH:15]1[CH2:20][CH2:19]C(C)C[CH2:16]1)[N:7]=[C:6]2[N:22]1[CH2:27][CH2:26][N:25]([C:28]2[CH:33]=[CH:32][CH:31]=[CH:30][C:29]=2[O:34][CH3:35])[CH2:24][CH2:23]1.CC1(C(O)=O)CC1.